From a dataset of Forward reaction prediction with 1.9M reactions from USPTO patents (1976-2016). Predict the product of the given reaction. (1) Given the reactants [CH3:1][O:2][C:3]1[CH:4]=[CH:5][C:6]2[N:7]([C:9]([C:12]([O:14]CC)=O)=[N:10][N:11]=2)[CH:8]=1.Cl.Cl.[F:19][C:20]([F:38])([F:37])[C:21]1[CH:22]=[C:23]([CH:31]2[CH2:36][CH2:35][NH:34][CH2:33][CH2:32]2)[CH:24]=[C:25]([C:27]([F:30])([F:29])[F:28])[CH:26]=1.F[P-](F)(F)(F)(F)F.N1(O[P+](N(C)C)(N(C)C)N(C)C)C2C=CC=CC=2N=N1.C(N(C(C)C)CC)(C)C, predict the reaction product. The product is: [F:38][C:20]([F:19])([F:37])[C:21]1[CH:22]=[C:23]([CH:31]2[CH2:36][CH2:35][N:34]([C:12]([C:9]3[N:7]4[CH:8]=[C:3]([O:2][CH3:1])[CH:4]=[CH:5][C:6]4=[N:11][N:10]=3)=[O:14])[CH2:33][CH2:32]2)[CH:24]=[C:25]([C:27]([F:29])([F:30])[F:28])[CH:26]=1. (2) Given the reactants [Cl:1][C:2]1[CH:7]=[CH:6][C:5]([CH:8]([C:14]2[CH:19]=[CH:18][C:17]([Cl:20])=[CH:16][CH:15]=2)[CH2:9][C:10]([O:12]C)=[O:11])=[CH:4][CH:3]=1.O.[OH-].[Li+], predict the reaction product. The product is: [Cl:1][C:2]1[CH:3]=[CH:4][C:5]([CH:8]([C:14]2[CH:15]=[CH:16][C:17]([Cl:20])=[CH:18][CH:19]=2)[CH2:9][C:10]([OH:12])=[O:11])=[CH:6][CH:7]=1. (3) Given the reactants Cl[C:2]1[N:3]=[C:4]([O:29][CH:30]2[CH2:32][CH2:31]2)[C:5]2[C:10]([C:11]3[CH:20]=[CH:19][C:14]4[N:15]=[C:16]([CH3:18])[O:17][C:13]=4[CH:12]=3)=[CH:9][N:8]([CH2:21][O:22][CH2:23][CH2:24][Si:25]([CH3:28])([CH3:27])[CH3:26])[C:6]=2[N:7]=1.[NH2:33][C:34]1[CH:43]=[CH:42][C:37]([C:38]([NH:40][CH3:41])=[O:39])=[CH:36][C:35]=1[O:44][CH3:45].C(=O)([O-])[O-].[K+].[K+].CC1(C)C2C=CC=C(P(C3C=CC=CC=3)C3C=CC=CC=3)C=2OC2C1=CC=CC=2P(C1C=CC=CC=1)C1C=CC=CC=1, predict the reaction product. The product is: [CH:30]1([O:29][C:4]2[C:5]3[C:10]([C:11]4[CH:20]=[CH:19][C:14]5[N:15]=[C:16]([CH3:18])[O:17][C:13]=5[CH:12]=4)=[CH:9][N:8]([CH2:21][O:22][CH2:23][CH2:24][Si:25]([CH3:28])([CH3:27])[CH3:26])[C:6]=3[N:7]=[C:2]([NH:33][C:34]3[CH:43]=[CH:42][C:37]([C:38]([NH:40][CH3:41])=[O:39])=[CH:36][C:35]=3[O:44][CH3:45])[N:3]=2)[CH2:32][CH2:31]1.